Dataset: Full USPTO retrosynthesis dataset with 1.9M reactions from patents (1976-2016). Task: Predict the reactants needed to synthesize the given product. (1) Given the product [Cl:1][C:2]1[CH:7]=[C:6]([N+:8]([O-:10])=[O:9])[CH:5]=[CH:4][C:3]=1[O:11][CH:15]1[CH2:16][CH2:17][N:13]([CH3:12])[CH2:14]1, predict the reactants needed to synthesize it. The reactants are: [Cl:1][C:2]1[CH:7]=[C:6]([N+:8]([O-:10])=[O:9])[CH:5]=[CH:4][C:3]=1[OH:11].[CH3:12][N:13]1[CH2:17][CH2:16][CH:15](O)[CH2:14]1.C1(P(C2C=CC=CC=2)C2C=CC=CC=2)C=CC=CC=1. (2) The reactants are: [Cl:1][C:2]1[N:7]=[C:6](Cl)[C:5]([N+:9]([O-:11])=[O:10])=[CH:4][N:3]=1.C(N(CC)C(C)C)(C)C.[C:21]([NH:24][CH2:25][CH2:26][NH2:27])(=[O:23])[CH3:22]. Given the product [Cl:1][C:2]1[N:7]=[C:6]([NH:27][CH2:26][CH2:25][NH:24][C:21](=[O:23])[CH3:22])[C:5]([N+:9]([O-:11])=[O:10])=[CH:4][N:3]=1, predict the reactants needed to synthesize it. (3) The reactants are: Cl[C:2]1[CH:11]=[CH:10][C:9]2[C:8]([C:12]([NH:14][CH2:15][C:16]34[CH2:25][CH:20]5[CH2:21][CH:22]([CH2:24][CH:18]([CH2:19]5)[CH2:17]3)[CH2:23]4)=[O:13])=[C:7]([Cl:26])[CH:6]=[CH:5][C:4]=2[N:3]=1.[Br-].C([NH3+])(C)(C)C.C(N(CC)CC)C.[NH:40]1[CH2:45][CH2:44][CH:43]([N:46]2[CH:50]=[N:49][NH:48][C:47]2=[O:51])[CH2:42][CH2:41]1. Given the product [Cl:26][C:7]1[CH:6]=[CH:5][C:4]2[N:3]=[C:2]([N:40]3[CH2:41][CH2:42][CH:43]([N:46]4[C:47](=[O:51])[NH:48][N:49]=[CH:50]4)[CH2:44][CH2:45]3)[CH:11]=[CH:10][C:9]=2[C:8]=1[C:12]([NH:14][CH2:15][C:16]12[CH2:23][CH:22]3[CH2:21][CH:20]([CH2:19][CH:18]([CH2:24]3)[CH2:17]1)[CH2:25]2)=[O:13], predict the reactants needed to synthesize it. (4) Given the product [CH2:7]1[C:8]2([CH2:15][CH2:14][CH2:13][CH:12]=[CH:11]2)[CH2:9][CH2:10][CH2:5][C:6]1=[O:16], predict the reactants needed to synthesize it. The reactants are: COC([C:5]1[CH2:10][CH2:9][C:8]2([CH2:15][CH2:14][CH2:13][CH:12]=[CH:11]2)[CH2:7][C:6]=1[OH:16])=O.[Na+].[Cl-].O. (5) Given the product [CH:1]1([C:4]2[N:8]=[C:7]([C:9]3[C:10]4[CH2:18][CH2:17][C:16]([F:20])([F:19])[CH2:15][C:11]=4[S:12][C:13]=3[NH:14][C:29]([C:21]3[CH2:25][CH2:24][CH2:23][C:22]=3[C:26]([OH:28])=[O:27])=[O:30])[O:6][N:5]=2)[CH2:3][CH2:2]1, predict the reactants needed to synthesize it. The reactants are: [CH:1]1([C:4]2[N:8]=[C:7]([C:9]3[C:10]4[CH2:18][CH2:17][C:16]([F:20])([F:19])[CH2:15][C:11]=4[S:12][C:13]=3[NH2:14])[O:6][N:5]=2)[CH2:3][CH2:2]1.[C:21]12[C:29](=[O:30])[O:28][C:26](=[O:27])[C:22]=1[CH2:23][CH2:24][CH2:25]2. (6) Given the product [O:3]1[CH2:4][CH2:5][O:1][CH:2]1[C:6]1[S:7][C:8]([CH:11]([OH:12])[CH3:13])=[CH:9][N:10]=1, predict the reactants needed to synthesize it. The reactants are: [O:1]1[CH2:5][CH2:4][O:3][CH:2]1[C:6]1[S:7][C:8]([CH:11]=[O:12])=[CH:9][N:10]=1.[C:13](O)(=O)CC(CC(O)=O)(C(O)=O)O. (7) Given the product [CH3:1][O:2][C:3](=[O:28])[C:4]1[CH:9]=[CH:8][CH:7]=[C:6]([CH2:10][O:11][C:12]2[CH:17]=[CH:16][C:15]([C:18]3[CH:23]=[C:22]([F:24])[C:21]([F:25])=[CH:20][C:19]=3[CH3:26])=[CH:14][CH:13]=2)[C:5]=1[NH:37][N:36]([C:34]([O:33][C:29]([CH3:32])([CH3:31])[CH3:30])=[O:35])[CH3:38], predict the reactants needed to synthesize it. The reactants are: [CH3:1][O:2][C:3](=[O:28])[C:4]1[CH:9]=[CH:8][CH:7]=[C:6]([CH2:10][O:11][C:12]2[CH:17]=[CH:16][C:15]([C:18]3[CH:23]=[C:22]([F:24])[C:21]([F:25])=[CH:20][C:19]=3[CH3:26])=[CH:14][CH:13]=2)[C:5]=1Br.[C:29]([O:33][C:34]([N:36]([CH3:38])[NH2:37])=[O:35])([CH3:32])([CH3:31])[CH3:30].C(=O)([O-])[O-].[Cs+].[Cs+].F[B-](F)(F)F.C([PH+](C(C)(C)C)C(C)(C)C)(C)(C)C.